Dataset: Full USPTO retrosynthesis dataset with 1.9M reactions from patents (1976-2016). Task: Predict the reactants needed to synthesize the given product. (1) The reactants are: [ClH:1].[CH2:2]([CH:4]([CH2:33][CH3:34])[CH:5]([C:11]1[CH:16]=[CH:15][C:14]([NH:17][C:18]([CH:20]2[CH2:25][CH2:24][N:23](C(OC(C)(C)C)=O)[CH2:22][CH2:21]2)=[O:19])=[CH:13][CH:12]=1)[N:6]1[CH:10]=[CH:9][N:8]=[CH:7]1)[CH3:3].[OH-].[Na+]. Given the product [ClH:1].[CH2:33]([CH:4]([CH2:2][CH3:3])[CH:5]([C:11]1[CH:16]=[CH:15][C:14]([NH:17][C:18]([CH:20]2[CH2:21][CH2:22][NH:23][CH2:24][CH2:25]2)=[O:19])=[CH:13][CH:12]=1)[N:6]1[CH:10]=[CH:9][N:8]=[CH:7]1)[CH3:34], predict the reactants needed to synthesize it. (2) The reactants are: [C:1]([O:5][C:6]([NH:8][C@H:9]1[CH2:13][CH2:12][N:11]([C:14]2[N:23]=[C:22]3[C:17]([C:18](=[O:38])[C:19]([C:35](O)=[O:36])=[CH:20][N:21]3[CH2:24][C:25]3[CH:30]=[CH:29][C:28]([O:31][CH3:32])=[CH:27][C:26]=3[O:33][CH3:34])=[CH:16][C:15]=2[F:39])[CH2:10]1)=[O:7])([CH3:4])([CH3:3])[CH3:2].C([N:42](CC)CC)C.ClC(OC(C)=C)=O.[OH-].[NH4+]. Given the product [C:1]([O:5][C:6]([NH:8][C@H:9]1[CH2:13][CH2:12][N:11]([C:14]2[N:23]=[C:22]3[C:17]([C:18](=[O:38])[C:19]([C:35]([NH2:42])=[O:36])=[CH:20][N:21]3[CH2:24][C:25]3[CH:30]=[CH:29][C:28]([O:31][CH3:32])=[CH:27][C:26]=3[O:33][CH3:34])=[CH:16][C:15]=2[F:39])[CH2:10]1)=[O:7])([CH3:2])([CH3:4])[CH3:3], predict the reactants needed to synthesize it. (3) Given the product [CH3:1][O:2][C:3]([C:5]1[CH:10]=[CH:9][C:8]([N:14]2[CH2:15][CH2:16][CH2:17][S:13]2(=[O:19])=[O:18])=[C:7]([Cl:12])[N:6]=1)=[O:4], predict the reactants needed to synthesize it. The reactants are: [CH3:1][O:2][C:3]([C:5]1[CH:10]=[CH:9][C:8](Br)=[C:7]([Cl:12])[N:6]=1)=[O:4].[S:13]1(=[O:19])(=[O:18])[CH2:17][CH2:16][CH2:15][NH:14]1.N1C=CC=CC=1C(=O)CC(C1C=CC=CN=1)=O.C(=O)([O-])[O-].[K+].[K+]. (4) Given the product [CH3:24][N:25]([CH2:5][C:6]1[CH:11]=[C:10]([C:12]([O:14][CH3:15])=[O:13])[CH:9]=[CH:8][C:7]=1[C:16]1[CH:21]=[CH:20][CH:19]=[CH:18][C:17]=1[CH3:22])[CH3:26], predict the reactants needed to synthesize it. The reactants are: C(O[CH2:5][C:6]1[CH:11]=[C:10]([C:12]([O:14][CH3:15])=[O:13])[CH:9]=[CH:8][C:7]=1[C:16]1[CH:21]=[CH:20][CH:19]=[CH:18][C:17]=1[CH3:22])(=O)C.C[CH2:24][N:25](C(C)C)[CH:26](C)C.CS(Cl)(=O)=O.CNC.